From a dataset of Forward reaction prediction with 1.9M reactions from USPTO patents (1976-2016). Predict the product of the given reaction. (1) Given the reactants [Cl:1][C:2]1[CH:7]=[C:6]([NH2:8])[CH:5]=[CH:4][C:3]=1[NH:9][C:10]1[CH:15]=[CH:14][CH:13]=[CH:12][CH:11]=1.[C:16](N1C=CN=C1)(N1C=CN=C1)=[S:17], predict the reaction product. The product is: [Cl:1][C:2]1[CH:7]=[C:6]([N:8]=[C:16]=[S:17])[CH:5]=[CH:4][C:3]=1[NH:9][C:10]1[CH:15]=[CH:14][CH:13]=[CH:12][CH:11]=1. (2) Given the reactants [C:1]([O:5][C:6]([NH:8][C@H:9]([CH2:27][C:28]1[CH:33]=[C:32]([F:34])[CH:31]=[CH:30][C:29]=1[F:35])[CH2:10][C:11]([N:13]1[CH2:18][CH2:17][N:16]2[CH:19]=[C:20]([C:22]([O:24]CC)=[O:23])[N:21]=[C:15]2[CH2:14]1)=[O:12])=[O:7])([CH3:4])([CH3:3])[CH3:2].[OH-].[Li+], predict the reaction product. The product is: [C:1]([O:5][C:6]([NH:8][C@H:9]([CH2:27][C:28]1[CH:33]=[C:32]([F:34])[CH:31]=[CH:30][C:29]=1[F:35])[CH2:10][C:11]([N:13]1[CH2:18][CH2:17][N:16]2[CH:19]=[C:20]([C:22]([OH:24])=[O:23])[N:21]=[C:15]2[CH2:14]1)=[O:12])=[O:7])([CH3:4])([CH3:2])[CH3:3]. (3) Given the reactants [F:1][C:2]1[CH:7]=[CH:6][C:5]([CH2:8][CH2:9][CH2:10][NH:11][C@H:12]2[CH2:17][CH2:16][C@H:15]([C:18]3[CH:27]=[CH:26][C:21]4[NH:22][C:23](=[O:25])[O:24][C:20]=4[CH:19]=3)[CH2:14][CH2:13]2)=[CH:4][CH:3]=1.C([O-])(O)=O.[Na+].Br[CH2:34][C:35]([NH2:37])=[O:36].[Br-], predict the reaction product. The product is: [F:1][C:2]1[CH:7]=[CH:6][C:5]([CH2:8][CH2:9][CH2:10][N:11]([CH:12]2[CH2:17][CH2:16][CH:15]([C:18]3[CH:27]=[CH:26][C:21]4[NH:22][C:23](=[O:25])[O:24][C:20]=4[CH:19]=3)[CH2:14][CH2:13]2)[CH2:34][C:35]([NH2:37])=[O:36])=[CH:4][CH:3]=1. (4) Given the reactants [CH2:1]([C:3]1[CH:8]=[C:7]([C:9]([F:18])([C:14]([F:17])([F:16])[F:15])[C:10]([F:13])([F:12])[F:11])[CH:6]=[C:5]([CH3:19])[C:4]=1[NH:20][C:21](=[O:36])[C:22]1[CH:27]=[CH:26][C:25]([N:28]2[CH:32]=[N:31][CH:30]=[N:29]2)=[C:24]([N+:33]([O-])=O)[CH:23]=1)[CH3:2].O.O.[Sn](Cl)Cl.Cl.C(=O)([O-])[O-].[K+].[K+], predict the reaction product. The product is: [NH2:33][C:24]1[CH:23]=[C:22]([CH:27]=[CH:26][C:25]=1[N:28]1[CH:32]=[N:31][CH:30]=[N:29]1)[C:21]([NH:20][C:4]1[C:5]([CH3:19])=[CH:6][C:7]([C:9]([F:18])([C:14]([F:15])([F:16])[F:17])[C:10]([F:12])([F:13])[F:11])=[CH:8][C:3]=1[CH2:1][CH3:2])=[O:36]. (5) The product is: [CH3:11][O:10][C:6]1[C:3]([C:4]#[N:5])=[C:2]([O:24][C:18]2[CH:23]=[CH:22][CH:21]=[CH:20][CH:19]=2)[N:9]=[CH:8][CH:7]=1. Given the reactants Cl[C:2]1[N:9]=[CH:8][CH:7]=[C:6]([O:10][CH3:11])[C:3]=1[C:4]#[N:5].C(=O)([O-])[O-].[Cs+].[Cs+].[C:18]1([OH:24])[CH:23]=[CH:22][CH:21]=[CH:20][CH:19]=1, predict the reaction product. (6) The product is: [F:40][C:41]1[CH:49]=[CH:48][C:44]([C:45]([O:1][CH:2]2[CH2:20][CH:19]3[N:4]([C:5](=[O:39])[CH:6]([NH:31][C:32]([O:34][C:35]([CH3:36])([CH3:38])[CH3:37])=[O:33])[CH2:7][CH2:8][CH2:9][CH2:10][CH2:11][CH:12]=[CH:13][CH:14]4[C:16]([C:22]([NH:24][S:25]([CH:28]5[CH2:30][CH2:29]5)(=[O:27])=[O:26])=[O:23])([NH:17][C:18]3=[O:21])[CH2:15]4)[CH2:3]2)=[O:46])=[CH:43][CH:42]=1. Given the reactants [OH:1][CH:2]1[CH2:20][CH:19]2[N:4]([C:5](=[O:39])[CH:6]([NH:31][C:32]([O:34][C:35]([CH3:38])([CH3:37])[CH3:36])=[O:33])[CH2:7][CH2:8][CH2:9][CH2:10][CH2:11][CH:12]=[CH:13][CH:14]3[C:16]([C:22]([NH:24][S:25]([CH:28]4[CH2:30][CH2:29]4)(=[O:27])=[O:26])=[O:23])([NH:17][C:18]2=[O:21])[CH2:15]3)[CH2:3]1.[F:40][C:41]1[CH:49]=[CH:48][C:44]([C:45](Cl)=[O:46])=[CH:43][CH:42]=1, predict the reaction product. (7) Given the reactants [C:1](Cl)(=[O:5])[CH2:2][CH2:3][CH3:4].[CH3:7][NH:8][O:9][CH3:10].N1C=CC=CC=1.Cl, predict the reaction product. The product is: [CH3:7][N:8]([O:9][CH3:10])[C:1](=[O:5])[CH2:2][CH2:3][CH3:4]. (8) Given the reactants Cl[C:2]1[N:7]=[C:6]([NH:8][C:9](=[O:11])[CH3:10])[CH:5]=[CH:4][N:3]=1.Cl.[NH2:13][C@H:14]([C:16]1[C:17](=[O:27])[NH:18][C:19]2[C:24]([CH:25]=1)=[CH:23][C:22]([Cl:26])=[CH:21][CH:20]=2)[CH3:15].C(N(C(C)C)CC)(C)C, predict the reaction product. The product is: [Cl:26][C:22]1[CH:23]=[C:24]2[C:19](=[CH:20][CH:21]=1)[NH:18][C:17](=[O:27])[C:16]([C@@H:14]([NH:13][C:2]1[N:7]=[C:6]([NH:8][C:9](=[O:11])[CH3:10])[CH:5]=[CH:4][N:3]=1)[CH3:15])=[CH:25]2.